Dataset: Peptide-MHC class I binding affinity with 185,985 pairs from IEDB/IMGT. Task: Regression. Given a peptide amino acid sequence and an MHC pseudo amino acid sequence, predict their binding affinity value. This is MHC class I binding data. (1) The peptide sequence is FSLPFPFLYKFLL. The MHC is HLA-A02:03 with pseudo-sequence HLA-A02:03. The binding affinity (normalized) is 0.171. (2) The peptide sequence is ETDVMTRGQ. The MHC is HLA-B07:02 with pseudo-sequence HLA-B07:02. The binding affinity (normalized) is 0.0847. (3) The peptide sequence is GENQLYHFA. The MHC is HLA-A68:02 with pseudo-sequence HLA-A68:02. The binding affinity (normalized) is 0. (4) The peptide sequence is SFQQPQQQY. The MHC is HLA-A24:02 with pseudo-sequence HLA-A24:02. The binding affinity (normalized) is 0. (5) The peptide sequence is SCYPRYPGVR. The MHC is HLA-A03:01 with pseudo-sequence HLA-A03:01. The binding affinity (normalized) is 0. (6) The peptide sequence is KRWIILGLNK. The MHC is HLA-B58:01 with pseudo-sequence HLA-B58:01. The binding affinity (normalized) is 0.0542. (7) The peptide sequence is RVAAVKAPR. The MHC is HLA-A02:01 with pseudo-sequence HLA-A02:01. The binding affinity (normalized) is 0. (8) The peptide sequence is DAVRAFLLR. The MHC is HLA-A11:01 with pseudo-sequence HLA-A11:01. The binding affinity (normalized) is 0.120. (9) The peptide sequence is VTDTNKFAHY. The MHC is HLA-A02:03 with pseudo-sequence HLA-A02:03. The binding affinity (normalized) is 0.